Dataset: Reaction yield outcomes from USPTO patents with 853,638 reactions. Task: Predict the reaction yield, written as a fraction of the theoretical maximum amount of product (1.0 means a 100% yield; for example, 0.34 means a 34% yield). (1) The reactants are [F:1][C:2]1[CH:30]=[CH:29][CH:28]=[C:27]([F:31])[C:3]=1[O:4][C:5]1[CH:10]=[CH:9][C:8]([C:11]2[C:19]3[C:14](=[N:15][CH:16]=[N:17][C:18]=3[NH2:20])[N:13]([CH2:21][C@H:22]3[CH2:26][CH2:25][CH2:24][NH:23]3)[N:12]=2)=[CH:7][CH:6]=1.[C:32]([CH2:34][C:35](O)=[O:36])#[N:33]. The catalyst is ClCCl. The product is [NH2:20][C:18]1[N:17]=[CH:16][N:15]=[C:14]2[N:13]([CH2:21][C@H:22]3[CH2:26][CH2:25][CH2:24][N:23]3[C:35](=[O:36])[CH2:34][C:32]#[N:33])[N:12]=[C:11]([C:8]3[CH:7]=[CH:6][C:5]([O:4][C:3]4[C:27]([F:31])=[CH:28][CH:29]=[CH:30][C:2]=4[F:1])=[CH:10][CH:9]=3)[C:19]=12. The yield is 0.480. (2) The reactants are [O-]CC.[Na+].CO[C:7]([C:9]1[S:10][CH:11]=[CH:12][C:13]=1[NH:14][C:15](=[O:22])[CH2:16][C:17]([O:19][CH2:20][CH3:21])=[O:18])=[O:8]. The catalyst is C(O)C. The product is [CH2:20]([O:19][C:17]([C:16]1[C:15](=[O:22])[NH:14][C:13]2[CH:12]=[CH:11][S:10][C:9]=2[C:7]=1[OH:8])=[O:18])[CH3:21]. The yield is 0.550.